This data is from Catalyst prediction with 721,799 reactions and 888 catalyst types from USPTO. The task is: Predict which catalyst facilitates the given reaction. Reactant: [Cl:1][C:2]1[CH:3]=[C:4]2[C:8](=[CH:9][CH:10]=1)[N:7]([CH2:11][CH2:12][CH2:13][C:14]#[N:15])[C:6]([C:16](O)=[O:17])=[CH:5]2.CCN(C(C)C)C(C)C.C(OC(Cl)=O)C(C)C.[BH4-].[Na+].C(O)(=O)CC(CC(O)=O)(C(O)=O)O. Product: [Cl:1][C:2]1[CH:3]=[C:4]2[C:8](=[CH:9][CH:10]=1)[N:7]([CH2:11][CH2:12][CH2:13][C:14]#[N:15])[C:6]([CH2:16][OH:17])=[CH:5]2. The catalyst class is: 30.